Dataset: Peptide-MHC class I binding affinity with 185,985 pairs from IEDB/IMGT. Task: Regression. Given a peptide amino acid sequence and an MHC pseudo amino acid sequence, predict their binding affinity value. This is MHC class I binding data. (1) The peptide sequence is HQIWLALRY. The MHC is HLA-A24:03 with pseudo-sequence HLA-A24:03. The binding affinity (normalized) is 0.0847. (2) The peptide sequence is AAFQSSMTK. The MHC is HLA-A03:01 with pseudo-sequence HLA-A03:01. The binding affinity (normalized) is 0.744. (3) The peptide sequence is HYVRITGLY. The MHC is HLA-A30:02 with pseudo-sequence HLA-A30:02. The binding affinity (normalized) is 0.0551. (4) The peptide sequence is SSIVRQLFK. The MHC is HLA-A68:01 with pseudo-sequence HLA-A68:01. The binding affinity (normalized) is 0.448.